This data is from Retrosynthesis with 50K atom-mapped reactions and 10 reaction types from USPTO. The task is: Predict the reactants needed to synthesize the given product. (1) Given the product CCN(C(=O)Cn1c(C(=O)C(C)(C)C)nc2ccc(OC)cc21)C1CCCCC1, predict the reactants needed to synthesize it. The reactants are: CCNC1CCCCC1.COc1ccc2nc(C(=O)C(C)(C)C)n(CC(=O)O)c2c1. (2) Given the product C=CC(=O)Nc1cccc(-c2cccc3cnc(Nc4ccc(O[C@H]5CCN(C(C)=O)C5)cc4)nc23)c1, predict the reactants needed to synthesize it. The reactants are: C=CC(=O)Nc1cccc(-c2cccc3cnc(Cl)nc23)c1.CC(=O)N1CC[C@H](Oc2ccc(N)cc2)C1. (3) Given the product CCOC(=O)[C@H]1C[C@H](O)CN1C(=O)OC(C)(C)C, predict the reactants needed to synthesize it. The reactants are: CC(C)(C)OC(=O)OC(=O)OC(C)(C)C.CCOC(=O)[C@H]1C[C@H](O)CN1. (4) Given the product CCN(C)S(=O)(=O)c1ccc(-c2cnc(N)c(-c3cc4c(s3)C(=O)NC4)c2)nc1, predict the reactants needed to synthesize it. The reactants are: CCN(C)S(=O)(=O)c1ccc([Sn](C)(C)C)nc1.Nc1ncc(Br)cc1-c1cc2c(s1)C(=O)NC2.